From a dataset of Full USPTO retrosynthesis dataset with 1.9M reactions from patents (1976-2016). Predict the reactants needed to synthesize the given product. (1) Given the product [OH:26][C:22]1[CH:21]=[C:20]([C:9]2[CH2:10][CH2:11][CH2:12][C:13]3[CH:18]=[C:17]([OH:19])[CH:16]=[CH:15][C:14]=3[C:8]=2[CH2:7][CH2:6][CH2:5][CH2:4][CH2:3][CH2:2][N:28]([CH3:27])[CH2:29][CH2:30][CH2:31][S:32]([CH2:35][CH2:36][CH2:37][C:38]([F:44])([F:43])[C:39]([F:40])([F:41])[F:42])(=[O:33])=[O:34])[CH:25]=[CH:24][CH:23]=1, predict the reactants needed to synthesize it. The reactants are: Br[CH2:2][CH2:3][CH2:4][CH2:5][CH2:6][CH2:7][C:8]1[C:14]2[CH:15]=[CH:16][C:17]([OH:19])=[CH:18][C:13]=2[CH2:12][CH2:11][CH2:10][C:9]=1[C:20]1[CH:25]=[CH:24][CH:23]=[C:22]([OH:26])[CH:21]=1.[CH3:27][NH:28][CH2:29][CH2:30][CH2:31][S:32]([CH2:35][CH2:36][CH2:37][C:38]([F:44])([F:43])[C:39]([F:42])([F:41])[F:40])(=[O:34])=[O:33]. (2) Given the product [C:19]([C:2]1[N:3]=[CH:4][C:5]([C:9]([NH:11][CH2:12][C:13]2[S:17][C:16]([CH3:18])=[N:15][CH:14]=2)=[O:10])=[N:6][C:7]=1[CH3:8])#[N:20], predict the reactants needed to synthesize it. The reactants are: Cl[C:2]1[N:3]=[CH:4][C:5]([C:9]([NH:11][CH2:12][C:13]2[S:17][C:16]([CH3:18])=[N:15][CH:14]=2)=[O:10])=[N:6][C:7]=1[CH3:8].[CH3:19][N:20](C)C=O. (3) Given the product [CH3:20][O:14][C:13]([C:3]1[C:2]([OH:1])=[CH:11][C:10]2[C:5](=[CH:6][C:7]([OH:12])=[CH:8][CH:9]=2)[CH:4]=1)=[O:15], predict the reactants needed to synthesize it. The reactants are: [OH:1][C:2]1[C:3]([C:13]([OH:15])=[O:14])=[CH:4][C:5]2[C:10]([CH:11]=1)=[CH:9][CH:8]=[C:7]([OH:12])[CH:6]=2.S(Cl)(Cl)=O.[CH3:20]O. (4) Given the product [OH:23][CH2:22][CH2:21][CH2:20][CH2:19][CH2:18][O:17][C:14]1[CH:15]=[C:16]2[C:11]([CH:10]=[CH:9][CH:8]=[C:7]2[CH2:6][CH2:5][NH:4][C:1](=[O:3])[CH3:2])=[CH:12][CH:13]=1, predict the reactants needed to synthesize it. The reactants are: [C:1]([NH:4][CH2:5][CH2:6][C:7]1[CH:8]=[CH:9][CH:10]=[C:11]2[C:16]=1[CH:15]=[C:14]([O:17][CH2:18][CH2:19][CH2:20][CH2:21][C:22](OC)=[O:23])[CH:13]=[CH:12]2)(=[O:3])[CH3:2].[H-].[Al+3].[Li+].[H-].[H-].[H-].Cl. (5) Given the product [C:10]([C:7]1[CH:8]=[CH:9][C:4]([Si:3]([CH3:16])([CH3:2])[CH3:17])=[CH:5][CH:6]=1)#[CH:11], predict the reactants needed to synthesize it. The reactants are: O.[CH3:2][Si:3]([CH3:17])([CH3:16])[C:4]1[CH:9]=[CH:8][C:7]([C:10]#[C:11][Si](C)(C)C)=[CH:6][CH:5]=1.[Cl-].[Na+]. (6) Given the product [OH:30][C:27]([CH:24]1[CH2:25][CH2:26][N:22]([C:3]2[C:2]([C:35]3[CH:36]=[N:37][C:32]([CH3:31])=[CH:33][CH:34]=3)=[CH:21][C:6]([C:7]([NH:9][C:10]3[CH:15]=[CH:14][C:13]([O:16][C:17]([F:20])([F:19])[F:18])=[CH:12][CH:11]=3)=[O:8])=[CH:5][N:4]=2)[CH2:23]1)([CH3:29])[CH3:28], predict the reactants needed to synthesize it. The reactants are: Br[C:2]1[C:3]([N:22]2[CH2:26][CH2:25][CH:24]([C:27]([OH:30])([CH3:29])[CH3:28])[CH2:23]2)=[N:4][CH:5]=[C:6]([CH:21]=1)[C:7]([NH:9][C:10]1[CH:15]=[CH:14][C:13]([O:16][C:17]([F:20])([F:19])[F:18])=[CH:12][CH:11]=1)=[O:8].[CH3:31][C:32]1[N:37]=[CH:36][C:35](B(O)O)=[CH:34][CH:33]=1. (7) Given the product [O:14]=[C:13]1[CH2:12][NH:11][C:45](=[O:46])[CH2:44][N:43]1[CH2:42][C:33]1[C:32]([C:50]2[CH:55]=[CH:54][C:53]([CH3:56])=[CH:52][CH:51]=2)=[C:31]([CH2:30][NH:29][C:27](=[O:28])[O:26][C:22]([CH3:25])([CH3:24])[CH3:23])[C:36]([CH2:37][CH:38]([CH3:39])[CH3:40])=[N:35][C:34]=1[CH3:41], predict the reactants needed to synthesize it. The reactants are: C1C=CC(COC([NH:11][CH2:12][C:13](O)=[O:14])=O)=CC=1.C(Cl)(=O)C(Cl)=O.[C:22]([O:26][C:27]([NH:29][CH2:30][C:31]1[C:32]([C:50]2[CH:55]=[CH:54][C:53]([CH3:56])=[CH:52][CH:51]=2)=[C:33]([CH2:42][NH:43][CH2:44][C:45](OCC)=[O:46])[C:34]([CH3:41])=[N:35][C:36]=1[CH2:37][CH:38]([CH3:40])[CH3:39])=[O:28])([CH3:25])([CH3:24])[CH3:23].N1C=CC=CC=1.